This data is from Forward reaction prediction with 1.9M reactions from USPTO patents (1976-2016). The task is: Predict the product of the given reaction. (1) Given the reactants C(OC([NH:11][CH2:12][CH2:13][NH:14][C@H:15]([CH2:20][O:21][C:22]([CH3:25])([CH3:24])[CH3:23])[C:16](OC)=[O:17])=O)C1C=CC=CC=1.C(OC(C)C)(C)C.O.C(Cl)Cl.C(O)(C)C, predict the reaction product. The product is: [C:22]([O:21][CH2:20][C@H:15]1[NH:14][CH2:13][CH2:12][NH:11][C:16]1=[O:17])([CH3:25])([CH3:24])[CH3:23]. (2) Given the reactants [CH:1]1N=C[N:3]([C:6]([N:8]2C=N[CH:10]=[CH:9]2)=[O:7])[CH:2]=1.[CH2:13](N(CC)CC)C.[F:20][C:21]1[CH:27]=[C:26]([I:28])[CH:25]=CC=1N.C1(N)CC1, predict the reaction product. The product is: [CH:9]1([NH:8][C:6]([NH:3][C:2]2[CH:1]=[CH:25][C:26]([I:28])=[CH:27][C:21]=2[F:20])=[O:7])[CH2:10][CH2:13]1. (3) Given the reactants [CH2:1]([O:3][C:4]1[C:9](OS(C(F)(F)F)(=O)=O)=[C:8]([CH:18]=[O:19])[C:7]([F:20])=[CH:6][CH:5]=1)[CH3:2].[B:21]1([B:21]2[O:25][C:24]([CH3:27])([CH3:26])[C:23]([CH3:29])([CH3:28])[O:22]2)[O:25][C:24]([CH3:27])([CH3:26])[C:23]([CH3:29])([CH3:28])[O:22]1.CC([O-])=O.[K+], predict the reaction product. The product is: [CH2:1]([O:3][C:4]1[C:9]([B:21]2[O:25][C:24]([CH3:27])([CH3:26])[C:23]([CH3:29])([CH3:28])[O:22]2)=[C:8]([C:7]([F:20])=[CH:6][CH:5]=1)[CH:18]=[O:19])[CH3:2]. (4) Given the reactants [OH:1][C:2]([C:4]([F:7])([F:6])[F:5])=[O:3].[F:8][CH:9]([F:37])[CH2:10][NH:11][C:12]1[N:13]=[C:14]2[CH2:36][CH2:35][NH:34][CH2:33][C:15]2=[N:16][C:17]=1[N:18]1[CH2:23][CH2:22][CH:21]([O:24][C:25]2[CH:30]=[CH:29][C:28]([F:31])=[CH:27][C:26]=2[F:32])[CH2:20][CH2:19]1.C(OC(=O)C)(=O)C.CCN(C(C)C)C(C)C, predict the reaction product. The product is: [F:37][CH:9]([F:8])[CH2:10][NH:11][C:12]1[N:13]=[C:14]2[CH2:36][CH2:35][N:34]([C:2](=[O:1])[CH3:4])[CH2:33][C:15]2=[N:16][C:17]=1[N:18]1[CH2:19][CH2:20][CH:21]([O:24][C:25]2[CH:30]=[CH:29][C:28]([F:31])=[CH:27][C:26]=2[F:32])[CH2:22][CH2:23]1.[C:2]([OH:3])([C:4]([F:7])([F:6])[F:5])=[O:1]. (5) Given the reactants [I-].[C:2]([CH2:5][CH2:6][CH2:7][CH2:8][CH2:9][C:10]1([CH3:32])[C:18]2[C:13](=[CH:14][CH:15]=[C:16]([P:19]([O:25]OCC)([O:21]OCC)=[O:20])[CH:17]=2)[N+:12]([CH2:29][CH3:30])=[C:11]1[CH3:31])([OH:4])=[O:3].C[Si]([Br:37])(C)C, predict the reaction product. The product is: [Br-:37].[C:2]([CH2:5][CH2:6][CH2:7][CH2:8][CH2:9][C:10]1([CH3:32])[C:18]2[C:13](=[CH:14][CH:15]=[C:16]([P:19]([OH:25])([OH:21])=[O:20])[CH:17]=2)[N+:12]([CH2:29][CH3:30])=[C:11]1[CH3:31])([OH:4])=[O:3]. (6) Given the reactants Cl[C:2]1[C:7]([C:8]([F:11])([F:10])[F:9])=[CH:6][N:5]=[C:4]([NH:12][C:13]2[CH:30]=[CH:29][C:16]([CH2:17][N:18]([CH2:26][CH2:27][OH:28])[C:19](=[O:25])[O:20][C:21]([CH3:24])([CH3:23])[CH3:22])=[CH:15][CH:14]=2)[N:3]=1.CCN(CC)CC.[C:38]([C:40]1[CH:45]=[CH:44][CH:43]=[CH:42][C:41]=1[CH2:46][C:47]([O:49][CH3:50])=[O:48])#[CH:39].C1C=CC(P(C2C=CC=CC=2)C2C=CC=CC=2)=CC=1, predict the reaction product. The product is: [C:21]([O:20][C:19]([N:18]([CH2:17][C:16]1[CH:29]=[CH:30][C:13]([NH:12][C:4]2[N:3]=[C:2]([C:39]#[C:38][C:40]3[CH:45]=[CH:44][CH:43]=[CH:42][C:41]=3[CH2:46][C:47]([O:49][CH3:50])=[O:48])[C:7]([C:8]([F:11])([F:10])[F:9])=[CH:6][N:5]=2)=[CH:14][CH:15]=1)[CH2:26][CH2:27][OH:28])=[O:25])([CH3:24])([CH3:23])[CH3:22].